From a dataset of Reaction yield outcomes from USPTO patents with 853,638 reactions. Predict the reaction yield, written as a fraction of the theoretical maximum amount of product (1.0 means a 100% yield; for example, 0.34 means a 34% yield). (1) The reactants are Br[C:2]1[CH:8]=[C:7]([N+:9]([O-:11])=[O:10])[C:6]([F:12])=[CH:5][C:3]=1[NH2:4].C[C:14]([CH3:27])([C:25]#[CH:26])[C:15]([O:17][C:18](=[O:24])[C:19]([CH3:23])([CH3:22])[C:20]#[CH:21])=O.[CH3:28][CH2:29]N(CC)CC. The catalyst is [Cu]I.Cl[Pd](Cl)([P](C1C=CC=CC=1)(C1C=CC=CC=1)C1C=CC=CC=1)[P](C1C=CC=CC=1)(C1C=CC=CC=1)C1C=CC=CC=1. The product is [NH2:4][C:3]1[CH:5]=[C:6]([F:12])[C:7]([N+:9]([O-:11])=[O:10])=[CH:8][C:2]=1[C:21]#[C:20][C:19]([CH3:22])([CH3:23])[C:18]([O:17][CH2:15][C:14]1[CH:25]=[CH:26][CH:29]=[CH:28][CH:27]=1)=[O:24]. The yield is 0.560. (2) The yield is 1.00. The catalyst is C(O)C.[Zn]. The reactants are Cl[C:2]1[CH:3]=[C:4]([C:16]([O:18]CC)=[O:17])[C:5]([CH3:15])=[C:6]2[C:11]=1[S:10](=[O:13])(=[O:12])[CH2:9][CH2:8][CH:7]2[OH:14].[OH-].[K+]. The product is [OH:14][CH:7]1[C:6]2[C:11](=[CH:2][CH:3]=[C:4]([C:16]([OH:18])=[O:17])[C:5]=2[CH3:15])[S:10](=[O:13])(=[O:12])[CH2:9][CH2:8]1.